From a dataset of NCI-60 drug combinations with 297,098 pairs across 59 cell lines. Regression. Given two drug SMILES strings and cell line genomic features, predict the synergy score measuring deviation from expected non-interaction effect. Drug 1: CC1=C2C(C(=O)C3(C(CC4C(C3C(C(C2(C)C)(CC1OC(=O)C(C(C5=CC=CC=C5)NC(=O)OC(C)(C)C)O)O)OC(=O)C6=CC=CC=C6)(CO4)OC(=O)C)O)C)O. Drug 2: CN(CCCl)CCCl.Cl. Cell line: DU-145. Synergy scores: CSS=51.3, Synergy_ZIP=-1.55, Synergy_Bliss=-0.602, Synergy_Loewe=-4.05, Synergy_HSA=1.13.